From a dataset of Catalyst prediction with 721,799 reactions and 888 catalyst types from USPTO. Predict which catalyst facilitates the given reaction. Reactant: [Cl:1][S:2]([N:5]=[C:6]=[O:7])(=[O:4])=[O:3].[CH:8]([C:11]1[CH:17]=[CH:16][CH:15]=[C:14]([CH:18]([CH3:20])[CH3:19])[C:12]=1[NH2:13])([CH3:10])[CH3:9]. Product: [CH:18]([C:14]1[CH:15]=[CH:16][CH:17]=[C:11]([CH:8]([CH3:10])[CH3:9])[C:12]=1[NH:13][C:6]([NH:5][S:2]([Cl:1])(=[O:4])=[O:3])=[O:7])([CH3:20])[CH3:19]. The catalyst class is: 27.